From a dataset of Full USPTO retrosynthesis dataset with 1.9M reactions from patents (1976-2016). Predict the reactants needed to synthesize the given product. (1) Given the product [C:13]([O:12][C:10](=[O:11])[CH2:9][C:6]1[CH:7]=[CH:8][C:3]([CH2:2][NH:1][CH2:18][C:19]([O:21][C:22]([CH3:25])([CH3:24])[CH3:23])=[O:20])=[CH:4][CH:5]=1)([CH3:16])([CH3:15])[CH3:14], predict the reactants needed to synthesize it. The reactants are: [NH2:1][CH2:2][C:3]1[CH:8]=[CH:7][C:6]([CH2:9][C:10]([O:12][C:13]([CH3:16])([CH3:15])[CH3:14])=[O:11])=[CH:5][CH:4]=1.Br[CH2:18][C:19]([O:21][C:22]([CH3:25])([CH3:24])[CH3:23])=[O:20].C(N(CC)CC)C. (2) Given the product [Cl:1][C:2]1[N:10]=[C:9]2[C:5]([N:6]=[CH:7][N:8]2[CH:19]([CH3:21])[CH3:20])=[C:4]([Cl:11])[N:3]=1, predict the reactants needed to synthesize it. The reactants are: [Cl:1][C:2]1[N:10]=[C:9]2[C:5]([N:6]=[CH:7][NH:8]2)=[C:4]([Cl:11])[N:3]=1.C([O-])([O-])=O.[K+].[K+].I[CH:19]([CH3:21])[CH3:20]. (3) The reactants are: [Si]([O:8][C@H:9]([C:41]1[CH:46]=[CH:45][C:44]([F:47])=[CH:43][CH:42]=1)[CH2:10][CH2:11][C@H:12]1[C:15](=[O:16])[N:14]([C:17]2[CH:22]=[CH:21][CH:20]=[CH:19][CH:18]=2)[C@@H:13]1[C:23]1[CH:28]=[CH:27][C:26]([C:29]2[CH:34]=[CH:33][CH:32]=[C:31]([P:35](=[O:40])([O:38]C)[O:36]C)[CH:30]=2)=[CH:25][CH:24]=1)(C(C)(C)C)(C)C.Br[Si](C)(C)C. Given the product [F:47][C:44]1[CH:45]=[CH:46][C:41]([C@@H:9]([OH:8])[CH2:10][CH2:11][C@H:12]2[C:15](=[O:16])[N:14]([C:17]3[CH:18]=[CH:19][CH:20]=[CH:21][CH:22]=3)[C@@H:13]2[C:23]2[CH:28]=[CH:27][C:26]([C:29]3[CH:34]=[CH:33][CH:32]=[C:31]([P:35](=[O:36])([OH:40])[OH:38])[CH:30]=3)=[CH:25][CH:24]=2)=[CH:42][CH:43]=1, predict the reactants needed to synthesize it. (4) Given the product [F:12][C:13]1[CH:18]=[CH:17][CH:16]=[CH:15][C:14]=1[C:2]1[CH:11]=[CH:10][C:9]2[CH2:8][CH2:7][CH2:6][CH2:5][C:4]=2[N:3]=1, predict the reactants needed to synthesize it. The reactants are: Br[C:2]1[CH:11]=[CH:10][C:9]2[CH2:8][CH2:7][CH2:6][CH2:5][C:4]=2[N:3]=1.[F:12][C:13]1[CH:18]=[CH:17][CH:16]=[CH:15][C:14]=1B(O)O. (5) Given the product [Br:1][CH2:2][CH2:3][CH2:4][CH2:5][CH2:6][CH2:7][CH2:8][C:9]([O:11][C:16]([CH3:19])([CH3:18])[CH3:17])=[O:10], predict the reactants needed to synthesize it. The reactants are: [Br:1][CH2:2][CH2:3][CH2:4][CH2:5][CH2:6][CH2:7][CH2:8][C:9]([OH:11])=[O:10].ClC(Cl)(Cl)C(=N)O[C:16]([CH3:19])([CH3:18])[CH3:17].C(=O)(O)[O-].[Na+]. (6) Given the product [CH3:10][S:9][C:4]1[N:3]=[C:2]([NH2:1])[CH:7]=[C:6]([C:17]2[CH:16]=[CH:15][CH:14]=[C:13]([C:12]([F:23])([F:22])[F:11])[CH:18]=2)[N:5]=1, predict the reactants needed to synthesize it. The reactants are: [NH2:1][C:2]1[CH:7]=[C:6](Cl)[N:5]=[C:4]([S:9][CH3:10])[N:3]=1.[F:11][C:12]([F:23])([F:22])[C:13]1[CH:14]=[C:15](B(O)O)[CH:16]=[CH:17][CH:18]=1.C(=O)([O-])[O-].[K+].[K+].C(OCC)(=O)C.